Dataset: Full USPTO retrosynthesis dataset with 1.9M reactions from patents (1976-2016). Task: Predict the reactants needed to synthesize the given product. (1) Given the product [O:6]([CH2:5][C@@H:2]1[CH2:3][O:4][C:14]([NH2:13])=[N:1]1)[C:7]1[CH:12]=[CH:11][CH:10]=[CH:9][CH:8]=1, predict the reactants needed to synthesize it. The reactants are: [NH2:1][C@H:2]([CH2:5][O:6][C:7]1[CH:12]=[CH:11][CH:10]=[CH:9][CH:8]=1)[CH2:3][OH:4].[N:13]#[C:14]Br. (2) Given the product [CH2:22]([O:29][C:30](=[O:61])[NH:31][CH:32]([C:35](=[O:60])[NH:36][CH:37]([C:46](=[O:59])[N:47]([CH2:51][CH:52]([O:53][CH2:54][CH3:55])[O:56][CH2:57][CH3:58])[CH:48]([CH3:50])[CH3:49])[CH2:38][C:39]1[CH:40]=[CH:41][C:42]([Cl:45])=[CH:43][CH:44]=1)[CH2:33][NH:34][S:18]([C:12]1[CH:13]=[CH:14][C:15]([Cl:17])=[CH:16][C:11]=1[Cl:10])(=[O:20])=[O:19])[C:23]1[CH:24]=[CH:25][CH:26]=[CH:27][CH:28]=1, predict the reactants needed to synthesize it. The reactants are: CCN(C(C)C)C(C)C.[Cl:10][C:11]1[CH:16]=[C:15]([Cl:17])[CH:14]=[CH:13][C:12]=1[S:18](Cl)(=[O:20])=[O:19].[CH2:22]([O:29][C:30](=[O:61])[NH:31][CH:32]([C:35](=[O:60])[NH:36][CH:37]([C:46](=[O:59])[N:47]([CH2:51][CH:52]([O:56][CH2:57][CH3:58])[O:53][CH2:54][CH3:55])[CH:48]([CH3:50])[CH3:49])[CH2:38][C:39]1[CH:44]=[CH:43][C:42]([Cl:45])=[CH:41][CH:40]=1)[CH2:33][NH2:34])[C:23]1[CH:28]=[CH:27][CH:26]=[CH:25][CH:24]=1. (3) Given the product [NH:8]1[CH2:9][CH2:10][CH:11]([N:14]2[C:18]3[CH:19]=[N:20][C:21]4[CH:22]=[CH:23][CH:24]=[CH:25][C:26]=4[C:17]=3[NH:16][C:15]2=[O:27])[CH2:12][CH2:13]1, predict the reactants needed to synthesize it. The reactants are: C1(C[N:8]2[CH2:13][CH2:12][CH:11]([N:14]3[C:18]4[CH:19]=[N:20][C:21]5[CH:22]=[CH:23][CH:24]=[CH:25][C:26]=5[C:17]=4[NH:16][C:15]3=[O:27])[CH2:10][CH2:9]2)C=CC=CC=1. (4) Given the product [Cl:1][C:2]1[C:17]([C:18]([F:21])([F:20])[F:19])=[CH:16][CH:15]=[CH:14][C:3]=1[CH2:4][N:5]1[C@@H:10]([CH3:11])[CH2:9][N:8]2[C:22]([C:23]3[CH:24]=[N:25][CH:26]=[CH:27][CH:28]=3)=[N:30][N:31]=[C:7]2[C:6]1=[O:13], predict the reactants needed to synthesize it. The reactants are: [Cl:1][C:2]1[C:17]([C:18]([F:21])([F:20])[F:19])=[CH:16][CH:15]=[CH:14][C:3]=1[CH2:4][N:5]1[C@@H:10]([CH3:11])[CH2:9][NH:8][C:7](=S)[C:6]1=[O:13].[C:22]([NH:30][NH2:31])(=O)[C:23]1[CH:28]=[CH:27][CH:26]=[N:25][CH:24]=1. (5) Given the product [CH3:37][O:36][C:26]1[CH:25]=[C:24]([O:12][CH2:11][CH2:10][CH2:9][C:8]2[C:4]([CH2:1][CH2:2][CH3:3])=[N:5][N:6]([C:13]3[CH:18]=[CH:17][C:16]([C:19]([F:21])([F:20])[F:22])=[CH:15][N:14]=3)[CH:7]=2)[CH:29]=[CH:28][C:27]=1[CH2:30][CH2:31][C:32]([OH:34])=[O:33], predict the reactants needed to synthesize it. The reactants are: [CH2:1]([C:4]1[C:8]([CH2:9][CH2:10][CH2:11][OH:12])=[CH:7][N:6]([C:13]2[CH:18]=[CH:17][C:16]([C:19]([F:22])([F:21])[F:20])=[CH:15][N:14]=2)[N:5]=1)[CH2:2][CH3:3].O[C:24]1[CH:29]=[CH:28][C:27]([CH2:30][CH2:31][C:32]([O:34]C)=[O:33])=[C:26]([O:36][CH3:37])[CH:25]=1.C(P(CCCC)CCCC)CCC.N(C(N1CCCCC1)=O)=NC(N1CCCCC1)=O. (6) Given the product [NH2:10][C:4]1[C:5]2[CH:9]=[CH:8][N:7]([CH:16]3[CH2:21][CH2:20][N:19]([C:22]([O:24][C:25]([CH3:28])([CH3:27])[CH3:26])=[O:23])[CH2:18][CH2:17]3)[C:6]=2[N:1]=[CH:2][N:3]=1, predict the reactants needed to synthesize it. The reactants are: [N:1]1[C:6]2[NH:7][CH:8]=[CH:9][C:5]=2[C:4]([NH2:10])=[N:3][CH:2]=1.CS(O[CH:16]1[CH2:21][CH2:20][N:19]([C:22]([O:24][C:25]([CH3:28])([CH3:27])[CH3:26])=[O:23])[CH2:18][CH2:17]1)(=O)=O.C(=O)([O-])[O-].[Cs+].[Cs+].C(OCC)C. (7) Given the product [CH2:10]([O:17][C:2]1[C:7]([F:8])=[CH:6][CH:5]=[C:4]([F:9])[N:3]=1)[C:11]1[CH:16]=[CH:15][CH:14]=[CH:13][CH:12]=1, predict the reactants needed to synthesize it. The reactants are: F[C:2]1[C:7]([F:8])=[CH:6][CH:5]=[C:4]([F:9])[N:3]=1.[CH2:10]([OH:17])[C:11]1[CH:16]=[CH:15][CH:14]=[CH:13][CH:12]=1.C(=O)([O-])[O-].[K+].[K+]. (8) The reactants are: Cl[CH2:2][CH2:3][N:4]1[C:8]2=[N:9][CH:10]=[CH:11][CH:12]=[C:7]2[C:6]([S:13]([C:16]2[CH:21]=[CH:20][CH:19]=[CH:18][CH:17]=2)(=[O:15])=[O:14])=[CH:5]1.[C:22]([O-:33])(=O)[C:23]1[C:24](=[CH:28][CH:29]=[CH:30][CH:31]=1)[C:25]([O-])=[O:26].[K+].[K+].C[N:37](C=O)C. Given the product [C:16]1([S:13]([C:6]2[C:7]3[C:8](=[N:9][CH:10]=[CH:11][CH:12]=3)[N:4]([CH2:3][CH2:2][N:37]3[C:25](=[O:26])[C:24]4[C:23](=[CH:31][CH:30]=[CH:29][CH:28]=4)[C:22]3=[O:33])[CH:5]=2)(=[O:15])=[O:14])[CH:21]=[CH:20][CH:19]=[CH:18][CH:17]=1, predict the reactants needed to synthesize it. (9) Given the product [CH3:16][C:9]1[CH:8]=[C:7]([N:5]2[CH:6]=[C:2]([C:18]([F:24])([F:23])[C:19]([F:22])([F:21])[F:20])[CH:3]=[N:4]2)[CH:12]=[CH:11][C:10]=1[N+:13]([O-:15])=[O:14], predict the reactants needed to synthesize it. The reactants are: I[C:2]1[CH:3]=[N:4][N:5]([C:7]2[CH:12]=[CH:11][C:10]([N+:13]([O-:15])=[O:14])=[C:9]([CH3:16])[CH:8]=2)[CH:6]=1.I[C:18]([F:24])([F:23])[C:19]([F:22])([F:21])[F:20]. (10) Given the product [N+:29]([C:26]1[CH:25]=[CH:24][C:23]([O:22][C:35](=[O:36])[C:34]2[CH:38]=[C:39]([O:44][CH3:45])[C:40]([O:42][CH3:43])=[CH:41][C:33]=2[OH:32])=[CH:28][CH:27]=1)([O-:31])=[O:30], predict the reactants needed to synthesize it. The reactants are: [N+:29]([C:26]1[CH:27]=[CH:28][C:23]([O:22]P([O:22][C:23]2[CH:28]=[CH:27][C:26]([N+:29]([O-:31])=[O:30])=[CH:25][CH:24]=2)[O:22][C:23]2[CH:28]=[CH:27][C:26]([N+:29]([O-:31])=[O:30])=[CH:25][CH:24]=2)=[CH:24][CH:25]=1)([O-:31])=[O:30].[OH:32][C:33]1[CH:41]=[C:40]([O:42][CH3:43])[C:39]([O:44][CH3:45])=[CH:38][C:34]=1[C:35](O)=[O:36].OS(O)(=O)=O.CO.